From a dataset of Forward reaction prediction with 1.9M reactions from USPTO patents (1976-2016). Predict the product of the given reaction. (1) Given the reactants [CH:1]([OH:4])([CH3:3])[CH3:2].[OH-].[K+].[S:7]1([CH2:13][CH:12]=[CH:11][CH2:10]1)(=[O:9])=[O:8].Cl, predict the reaction product. The product is: [CH:1]([O:4][CH:11]1[CH2:12][CH2:13][S:7](=[O:9])(=[O:8])[CH2:10]1)([CH3:3])[CH3:2]. (2) Given the reactants [CH3:1][C:2]1[CH:3]=[C:4]2[C:8](=[CH:9][CH:10]=1)[N:7]([CH2:11][CH:12]([CH3:14])[CH3:13])[CH:6]=[C:5]2[C:15]([O:17]C)=[O:16].[OH-].[Na+].C(O)(C)C.Cl, predict the reaction product. The product is: [CH3:1][C:2]1[CH:3]=[C:4]2[C:8](=[CH:9][CH:10]=1)[N:7]([CH2:11][CH:12]([CH3:14])[CH3:13])[CH:6]=[C:5]2[C:15]([OH:17])=[O:16]. (3) Given the reactants [CH2:1]([O:3][C:4]([C@@H:6]1[CH2:10][CH2:9][C@H:8]([NH:11][C:12]2[CH:17]=[CH:16][C:15]([C:18]#[N:19])=[CH:14][C:13]=2[CH3:20])[CH2:7]1)=[O:5])[CH3:2].[NH2:21][OH:22], predict the reaction product. The product is: [CH2:1]([O:3][C:4]([C@@H:6]1[CH2:10][CH2:9][C@H:8]([NH:11][C:12]2[CH:17]=[CH:16][C:15]([C:18](=[NH:19])[NH:21][OH:22])=[CH:14][C:13]=2[CH3:20])[CH2:7]1)=[O:5])[CH3:2].